This data is from Full USPTO retrosynthesis dataset with 1.9M reactions from patents (1976-2016). The task is: Predict the reactants needed to synthesize the given product. (1) The reactants are: [C:1]([C:4]1[CH:5]=[N:6][CH:7]=[CH:8][CH:9]=1)(=O)[CH3:2].C([O-])=O.[NH4+:13]. Given the product [NH2:13][CH:1]([C:4]1[CH:5]=[N:6][CH:7]=[CH:8][CH:9]=1)[CH3:2], predict the reactants needed to synthesize it. (2) Given the product [Br:17][C:6]1[CH:5]=[CH:4][C:3]([O:2][CH3:1])=[C:12]2[C:7]=1[CH:8]=[CH:9][C:10]([C:13]([F:16])([F:14])[F:15])=[N:11]2, predict the reactants needed to synthesize it. The reactants are: [CH3:1][O:2][C:3]1[CH:4]=[CH:5][CH:6]=[C:7]2[C:12]=1[N:11]=[C:10]([C:13]([F:16])([F:15])[F:14])[CH:9]=[CH:8]2.[Br:17]Br.C(=O)([O-])O.[Na+]. (3) The reactants are: ClC1C(C)=CC=CC=1C=O.[Cl:11][C:12]1[C:13]([CH3:21])=[C:14]([CH:18]=[CH:19][CH:20]=1)[C:15](O)=[O:16]. Given the product [Cl:11][C:12]1[C:13]([CH3:21])=[C:14]([CH:18]=[CH:19][CH:20]=1)[CH:15]=[O:16].[Cl:11][C:12]1[C:13]([CH3:21])=[C:14]([CH:18]=[CH:19][CH:20]=1)[CH2:15][OH:16], predict the reactants needed to synthesize it. (4) Given the product [OH:38]/[N:37]=[C:32](\[NH2:33])/[CH:31]=[CH:30]/[C:27]1[CH:28]=[CH:29][C:24](/[C:8](/[C:9]2[CH:10]=[C:11]3[C:15](=[CH:16][CH:17]=2)[N:14]([CH:18]2[CH2:23][CH2:22][CH2:21][CH2:20][O:46]2)[N:13]=[CH:12]3)=[C:7](\[C:1]2[CH:6]=[CH:5][CH:4]=[CH:3][CH:2]=2)/[CH2:34][CH3:35])=[CH:25][CH:26]=1, predict the reactants needed to synthesize it. The reactants are: [C:1]1(/[C:7](/[CH2:34][CH3:35])=[C:8](\[C:24]2[CH:29]=[CH:28][C:27](/[CH:30]=[CH:31]/[C:32]#[N:33])=[CH:26][CH:25]=2)/[C:9]2[CH:10]=[C:11]3[C:15](=[CH:16][CH:17]=2)[N:14]([CH:18]2[CH2:23][CH2:22][CH2:21][CH2:20]O2)[N:13]=[CH:12]3)[CH:6]=[CH:5][CH:4]=[CH:3][CH:2]=1.Cl.[NH2:37][OH:38].C(N(CC)CC)C.[OH2:46]. (5) Given the product [CH3:26][CH:14]([CH2:15][CH2:16][CH2:17][CH:18]([CH3:25])[CH2:19][CH2:20][CH2:21][CH:22]([CH3:24])[CH3:23])[CH2:13][CH2:12][CH2:11][C:8](=[O:27])[CH3:7], predict the reactants needed to synthesize it. The reactants are: CC(O)(C#C)C.[CH3:7][C:8]([OH:27])([CH2:11][CH2:12][CH2:13][CH:14]([CH3:26])[CH2:15][CH2:16][CH2:17][CH:18]([CH3:25])[CH2:19][CH2:20][CH2:21][CH:22]([CH3:24])[CH3:23])C#C.[OH-].[K+]. (6) Given the product [CH3:1][O:2][C:3]1[CH:4]=[C:5]2[C:10](=[CH:11][CH:12]=1)[CH:9]=[C:8]([C:17]1[CH:18]=[N:19][CH:20]=[C:21]([O:23][CH2:24][CH2:25][OH:26])[CH:22]=1)[CH:7]=[CH:6]2, predict the reactants needed to synthesize it. The reactants are: [CH3:1][O:2][C:3]1[CH:4]=[C:5]2[C:10](=[CH:11][CH:12]=1)[CH:9]=[C:8](B(O)O)[CH:7]=[CH:6]2.Br[C:17]1[CH:18]=[N:19][CH:20]=[C:21]([O:23][CH2:24][CH2:25][OH:26])[CH:22]=1.O.O.O.O.O.O.O.O.[OH-].[Ba+2].[OH-]. (7) Given the product [C:1]([O:5][C:6](=[O:51])[CH2:7][C@H:8]([OH:9])[CH2:13][C@H:12]([OH:11])[CH2:14][CH2:15][C:16]1[N:17]([CH:46]([CH3:47])[CH3:48])[C:18]([C:34](=[O:45])[NH:35][CH2:36][C:37]2[CH:38]=[CH:39][C:40]([O:43][CH3:44])=[CH:41][CH:42]=2)=[C:19]([C:28]2[CH:33]=[CH:32][CH:31]=[CH:30][CH:29]=2)[C:20]=1[C:21]1[CH:26]=[CH:25][C:24]([F:27])=[CH:23][CH:22]=1)([CH3:2])([CH3:4])[CH3:3], predict the reactants needed to synthesize it. The reactants are: [C:1]([O:5][C:6](=[O:51])[CH2:7][CH:8]1[CH2:13][CH:12]([CH:14]=[CH:15][C:16]2[N:17]([CH:46]([CH3:48])[CH3:47])[C:18]([C:34](=[O:45])[NH:35][CH2:36][C:37]3[CH:42]=[CH:41][C:40]([O:43][CH3:44])=[CH:39][CH:38]=3)=[C:19]([C:28]3[CH:33]=[CH:32][CH:31]=[CH:30][CH:29]=3)[C:20]=2[C:21]2[CH:26]=[CH:25][C:24]([F:27])=[CH:23][CH:22]=2)[O:11]C(C)(C)[O:9]1)([CH3:4])([CH3:3])[CH3:2].